From a dataset of Full USPTO retrosynthesis dataset with 1.9M reactions from patents (1976-2016). Predict the reactants needed to synthesize the given product. (1) Given the product [C:1]([SiH2:5][O:6][C:7]([CH3:30])([CH3:29])[C:8]1[CH:13]=[CH:12][C:11]([C:14]2[CH:19]=[C:18]([O:20][CH3:21])[CH:17]=[CH:16][C:15]=2[F:22])=[C:10]([C:23]2([OH:28])[CH2:27][CH2:26][CH2:25][CH2:24]2)[CH:9]=1)([CH3:4])([CH3:2])[CH3:3], predict the reactants needed to synthesize it. The reactants are: [C:1]([SiH2:5][O:6][C:7]([CH3:30])([CH3:29])[C:8]1[CH:13]=[CH:12][C:11]([C:14]2[CH:19]=[C:18]([O:20][CH3:21])[CH:17]=[CH:16][C:15]=2[F:22])=[C:10]([C:23]2([OH:28])[CH2:27][CH:26]=[CH:25][CH2:24]2)[CH:9]=1)([CH3:4])([CH3:3])[CH3:2]. (2) Given the product [N:15]1([CH2:14][CH2:13][N:8]2[CH2:7][CH2:6][C:5]3[C:10](=[CH:11][CH:12]=[C:3]([OH:2])[CH:4]=3)[CH2:9]2)[CH2:19][CH2:18][CH2:17][CH2:16]1, predict the reactants needed to synthesize it. The reactants are: C[O:2][C:3]1[CH:4]=[C:5]2[C:10](=[CH:11][CH:12]=1)[CH2:9][N:8]([CH2:13][CH2:14][N:15]1[CH2:19][CH2:18][CH2:17][CH2:16]1)[CH2:7][CH2:6]2.Br.